This data is from NCI-60 drug combinations with 297,098 pairs across 59 cell lines. The task is: Regression. Given two drug SMILES strings and cell line genomic features, predict the synergy score measuring deviation from expected non-interaction effect. (1) Drug 1: COC1=CC(=CC(=C1O)OC)C2C3C(COC3=O)C(C4=CC5=C(C=C24)OCO5)OC6C(C(C7C(O6)COC(O7)C8=CC=CS8)O)O. Drug 2: C1=CC(=CC=C1C#N)C(C2=CC=C(C=C2)C#N)N3C=NC=N3. Cell line: HOP-62. Synergy scores: CSS=17.5, Synergy_ZIP=-0.384, Synergy_Bliss=-1.80, Synergy_Loewe=-33.0, Synergy_HSA=-1.72. (2) Drug 1: CNC(=O)C1=CC=CC=C1SC2=CC3=C(C=C2)C(=NN3)C=CC4=CC=CC=N4. Drug 2: CCN(CC)CCCC(C)NC1=C2C=C(C=CC2=NC3=C1C=CC(=C3)Cl)OC. Cell line: NCIH23. Synergy scores: CSS=18.9, Synergy_ZIP=-2.78, Synergy_Bliss=-10.5, Synergy_Loewe=-15.4, Synergy_HSA=-11.2. (3) Drug 1: CN1C2=C(C=C(C=C2)N(CCCl)CCCl)N=C1CCCC(=O)O.Cl. Drug 2: C1CC(=O)NC(=O)C1N2C(=O)C3=CC=CC=C3C2=O. Cell line: HL-60(TB). Synergy scores: CSS=-3.40, Synergy_ZIP=-0.475, Synergy_Bliss=-5.66, Synergy_Loewe=-2.60, Synergy_HSA=-7.02. (4) Drug 1: CC(CN1CC(=O)NC(=O)C1)N2CC(=O)NC(=O)C2. Drug 2: CN(CCCl)CCCl.Cl. Cell line: K-562. Synergy scores: CSS=32.0, Synergy_ZIP=-6.16, Synergy_Bliss=2.45, Synergy_Loewe=2.23, Synergy_HSA=3.18. (5) Drug 1: CC1=C(C(=CC=C1)Cl)NC(=O)C2=CN=C(S2)NC3=CC(=NC(=N3)C)N4CCN(CC4)CCO. Drug 2: C1CN(CCN1C(=O)CCBr)C(=O)CCBr. Cell line: MDA-MB-435. Synergy scores: CSS=7.03, Synergy_ZIP=-2.08, Synergy_Bliss=-0.185, Synergy_Loewe=2.38, Synergy_HSA=0.237. (6) Drug 1: CC1=C(N=C(N=C1N)C(CC(=O)N)NCC(C(=O)N)N)C(=O)NC(C(C2=CN=CN2)OC3C(C(C(C(O3)CO)O)O)OC4C(C(C(C(O4)CO)O)OC(=O)N)O)C(=O)NC(C)C(C(C)C(=O)NC(C(C)O)C(=O)NCCC5=NC(=CS5)C6=NC(=CS6)C(=O)NCCC[S+](C)C)O. Drug 2: CCC1(C2=C(COC1=O)C(=O)N3CC4=CC5=C(C=CC(=C5CN(C)C)O)N=C4C3=C2)O.Cl. Cell line: HL-60(TB). Synergy scores: CSS=76.7, Synergy_ZIP=-3.27, Synergy_Bliss=-0.391, Synergy_Loewe=0.812, Synergy_HSA=1.78. (7) Drug 1: C1=C(C(=O)NC(=O)N1)F. Drug 2: CC1=C2C(C(=O)C3(C(CC4C(C3C(C(C2(C)C)(CC1OC(=O)C(C(C5=CC=CC=C5)NC(=O)OC(C)(C)C)O)O)OC(=O)C6=CC=CC=C6)(CO4)OC(=O)C)O)C)O. Cell line: CCRF-CEM. Synergy scores: CSS=31.0, Synergy_ZIP=-19.6, Synergy_Bliss=-25.7, Synergy_Loewe=-23.0, Synergy_HSA=-21.7. (8) Drug 1: C(CC(=O)O)C(=O)CN.Cl. Drug 2: C1=CN(C=N1)CC(O)(P(=O)(O)O)P(=O)(O)O. Cell line: HOP-92. Synergy scores: CSS=6.40, Synergy_ZIP=-6.60, Synergy_Bliss=-4.33, Synergy_Loewe=-2.47, Synergy_HSA=-2.02. (9) Drug 1: C1CNP(=O)(OC1)N(CCCl)CCCl. Drug 2: COCCOC1=C(C=C2C(=C1)C(=NC=N2)NC3=CC=CC(=C3)C#C)OCCOC.Cl. Cell line: MALME-3M. Synergy scores: CSS=9.17, Synergy_ZIP=2.07, Synergy_Bliss=1.35, Synergy_Loewe=2.74, Synergy_HSA=0.166.